Predict which catalyst facilitates the given reaction. From a dataset of Catalyst prediction with 721,799 reactions and 888 catalyst types from USPTO. (1) Reactant: C(OC(=O)[N:7]([S:13]([C:16]1[CH:21]=[C:20]([Cl:22])[C:19]([O:23][C:24]2[CH:25]=[N:26][C:27](Cl)=[CH:28][C:29]=2[C:30]2[CH:31]=[N:32][CH:33]=[CH:34][CH:35]=2)=[CH:18][C:17]=1[F:37])(=[O:15])=[O:14])[C:8]1[S:9][CH:10]=[CH:11][N:12]=1)(C)(C)C.[F:39][C:40]1[CH:41]=[C:42](B(O)O)[CH:43]=[CH:44][CH:45]=1.C([O-])([O-])=O.[Na+].[Na+].O. Product: [Cl:22][C:20]1[C:19]([O:23][C:24]2[CH:25]=[N:26][C:27]([C:44]3[CH:43]=[CH:42][CH:41]=[C:40]([F:39])[CH:45]=3)=[CH:28][C:29]=2[C:30]2[CH:31]=[N:32][CH:33]=[CH:34][CH:35]=2)=[CH:18][C:17]([F:37])=[C:16]([S:13]([NH:7][C:8]2[S:9][CH:10]=[CH:11][N:12]=2)(=[O:15])=[O:14])[CH:21]=1. The catalyst class is: 427. (2) Reactant: CON(C)[C:4]([C@H:6]1[CH2:10][O:9][C:8]([CH3:12])([CH3:11])[N:7]1[C:13]([O:15][CH2:16][C:17]1[CH:22]=[CH:21][CH:20]=[CH:19][CH:18]=1)=[O:14])=[O:5].OS([O-])(=O)=O.[K+]. Product: [CH:4]([C@H:6]1[CH2:10][O:9][C:8]([CH3:12])([CH3:11])[N:7]1[C:13]([O:15][CH2:16][C:17]1[CH:18]=[CH:19][CH:20]=[CH:21][CH:22]=1)=[O:14])=[O:5]. The catalyst class is: 1. (3) The catalyst class is: 6. Reactant: [Cl:1][C:2]1[N:7]2[N:8]=[C:9]([CH3:11])[CH:10]=[C:6]2[N:5]=[C:4]([NH2:12])[CH:3]=1.[F:13][C:14]([F:25])([F:24])[C:15]1[CH:23]=[CH:22][C:18]([C:19](Cl)=[O:20])=[CH:17][N:16]=1.CN1C(=O)CCC1. Product: [Cl:1][C:2]1[N:7]2[N:8]=[C:9]([CH3:11])[CH:10]=[C:6]2[N:5]=[C:4]([NH:12][C:19](=[O:20])[C:18]2[CH:22]=[CH:23][C:15]([C:14]([F:25])([F:13])[F:24])=[N:16][CH:17]=2)[CH:3]=1. (4) Reactant: [Cl:1][C:2]1[CH:7]=[CH:6][C:5]([S:8][C:9]2[N:13]([CH3:14])[C:12]([C:15]3[CH:20]=[CH:19][CH:18]=[CH:17][CH:16]=3)=[N:11][C:10]=2[C:21]2[CH:33]=[CH:32][C:24]([C:25](/[N:27]=[CH:28]/[N:29](C)C)=O)=[CH:23][CH:22]=2)=[CH:4][CH:3]=1.C(O)(=O)C.[NH2:38]N. Product: [Cl:1][C:2]1[CH:3]=[CH:4][C:5]([S:8][C:9]2[N:13]([CH3:14])[C:12]([C:15]3[CH:20]=[CH:19][CH:18]=[CH:17][CH:16]=3)=[N:11][C:10]=2[C:21]2[CH:33]=[CH:32][C:24]([C:25]3[NH:38][N:29]=[CH:28][N:27]=3)=[CH:23][CH:22]=2)=[CH:6][CH:7]=1. The catalyst class is: 5. (5) Reactant: [C:1]([O:5][C:6]([N:8]([C:50]([O:52][C:53]([CH3:56])([CH3:55])[CH3:54])=[O:51])[C:9]1[C:18]2[C:13](=[CH:14][C:15]([NH:19][C@H:20]3[C:37](=[O:38])[N:36]([CH3:39])[CH2:35][C:34]4[CH:40]=[C:30]([CH:31]=[CH:32][C:33]=4[C:41]([O:43]C)=[O:42])[NH:29][C:28](=[O:45])[O:27][CH2:26][C@H:25]([CH3:46])[C:24]4[CH:47]=[CH:48][C:21]3=[CH:22][C:23]=4[CH3:49])=[CH:16][CH:17]=2)[CH:12]=[CH:11][N:10]=1)=[O:7])([CH3:4])([CH3:3])[CH3:2].[Li+].[OH-]. Product: [C:53]([O:52][C:50]([N:8]([C:6]([O:5][C:1]([CH3:2])([CH3:4])[CH3:3])=[O:7])[C:9]1[C:18]2[C:13](=[CH:14][C:15]([NH:19][C@H:20]3[C:37](=[O:38])[N:36]([CH3:39])[CH2:35][C:34]4[CH:40]=[C:30]([CH:31]=[CH:32][C:33]=4[C:41]([OH:43])=[O:42])[NH:29][C:28](=[O:45])[O:27][CH2:26][C@H:25]([CH3:46])[C:24]4[CH:47]=[CH:48][C:21]3=[CH:22][C:23]=4[CH3:49])=[CH:16][CH:17]=2)[CH:12]=[CH:11][N:10]=1)=[O:51])([CH3:56])([CH3:54])[CH3:55]. The catalyst class is: 1. (6) Reactant: [CH:1]([C@@H:3]1[CH2:5][C@H:4]1[C:6]([O:8][CH2:9][CH3:10])=[O:7])=[O:2].[BH4-].[Na+]. Product: [OH:2][CH2:1][C@@H:3]1[CH2:5][C@H:4]1[C:6]([O:8][CH2:9][CH3:10])=[O:7]. The catalyst class is: 5. (7) Reactant: [OH:1][C@H:2]1[CH2:7][CH2:6][C@H:5]([N:8]2[CH2:12][CH2:11][C@:10]3([CH2:17][CH2:16][CH2:15][NH:14][CH2:13]3)[C:9]2=[O:18])[CH2:4][CH2:3]1.[CH3:19][C:20]1[CH:25]=[CH:24][C:23](I)=[C:22]([F:27])[CH:21]=1.CC(C)([O-])C.[Na+].O1CCOCCOCCOCCOCCOCC1.C(P(C(C)(C)C)C1C=CC=CC=1C1C=CC=CC=1)(C)(C)C.C(O)(C)(C)C. Product: [F:27][C:22]1[CH:21]=[C:20]([CH3:19])[CH:25]=[CH:24][C:23]=1[N:14]1[CH2:15][CH2:16][CH2:17][C@@:10]2([C:9](=[O:18])[N:8]([C@H:5]3[CH2:6][CH2:7][C@H:2]([OH:1])[CH2:3][CH2:4]3)[CH2:12][CH2:11]2)[CH2:13]1. The catalyst class is: 110. (8) Product: [F:7][C:37]([C:34]1[CH:35]=[CH:36][C:31](/[CH:30]=[CH:29]\[C:27]2[CH:26]=[CH:25][C:24]3[N:20]([C:17]4[CH:18]=[CH:19][C:14]([O:13][CH:10]([CH3:12])[CH3:11])=[CH:15][CH:16]=4)[CH:21]=[N:22][C:23]=3[CH:28]=2)=[CH:32][CH:33]=1)([CH3:39])[CH3:38]. The catalyst class is: 4. Reactant: C(N(S(F)(F)[F:7])CC)C.[CH:10]([O:13][C:14]1[CH:19]=[CH:18][C:17]([N:20]2[C:24]3[CH:25]=[CH:26][C:27](/[CH:29]=[CH:30]\[C:31]4[CH:36]=[CH:35][C:34]([C:37](O)([CH3:39])[CH3:38])=[CH:33][CH:32]=4)=[CH:28][C:23]=3[N:22]=[CH:21]2)=[CH:16][CH:15]=1)([CH3:12])[CH3:11].